This data is from Forward reaction prediction with 1.9M reactions from USPTO patents (1976-2016). The task is: Predict the product of the given reaction. (1) Given the reactants [Cl:1][C:2]1[CH:10]=[C:9]2[C:5]([C:6]([NH:20][C:21]3[CH:22]=[C:23]([CH:27]=[CH:28][CH:29]=3)[C:24](O)=[O:25])([CH2:12][C:13]3[CH:18]=[CH:17][CH:16]=[C:15]([Cl:19])[CH:14]=3)[C:7](=[O:11])[NH:8]2)=[CH:4][CH:3]=1.[CH3:30][N:31]1[CH2:36][CH2:35][NH:34][CH2:33][CH2:32]1.CCN=C=NCCCN(C)C.Cl, predict the reaction product. The product is: [Cl:1][C:2]1[CH:10]=[C:9]2[C:5]([C:6]([CH2:12][C:13]3[CH:18]=[CH:17][CH:16]=[C:15]([Cl:19])[CH:14]=3)([NH:20][C:21]3[CH:29]=[CH:28][CH:27]=[C:23]([C:24]([N:34]4[CH2:35][CH2:36][N:31]([CH3:30])[CH2:32][CH2:33]4)=[O:25])[CH:22]=3)[C:7](=[O:11])[NH:8]2)=[CH:4][CH:3]=1. (2) Given the reactants [OH:1][C:2]1[C:7]([C@@H:8]2[CH2:12][CH2:11][N:10]([CH3:13])[C@H:9]2[CH2:14][OH:15])=[C:6]([O:16][CH3:17])[CH:5]=[C:4]([O:18][CH3:19])[C:3]=1[C:20](=[O:22])[CH3:21].[CH3:23][O:24][C:25]1[CH:34]=[CH:33][CH:32]=[CH:31][C:26]=1[C:27](OC)=O.[H-].[Na+], predict the reaction product. The product is: [OH:15][CH2:14][C@H:9]1[C@H:8]([C:7]2[C:6]([O:16][CH3:17])=[CH:5][C:4]([O:18][CH3:19])=[C:3]3[C:2]=2[O:1][C:27]([C:26]2[CH:31]=[CH:32][CH:33]=[CH:34][C:25]=2[O:24][CH3:23])=[CH:21][C:20]3=[O:22])[CH2:12][CH2:11][N:10]1[CH3:13].